Dataset: Catalyst prediction with 721,799 reactions and 888 catalyst types from USPTO. Task: Predict which catalyst facilitates the given reaction. (1) Reactant: [C:1]([O:5][C:6]([NH:8][C@@H:9]1[CH2:13][CH2:12][C@:11]([CH:17]([CH3:19])[CH3:18])([C:14]([OH:16])=O)[CH2:10]1)=[O:7])([CH3:4])([CH3:3])[CH3:2].[C:20]1([C:26]2[CH2:27][CH2:28][NH:29][CH2:30][CH:31]=2)[CH:25]=[CH:24][CH:23]=[CH:22][CH:21]=1.C(N(CC)CC)C.F[P-](F)(F)(F)(F)F.N1(O[P+](N(C)C)(N(C)C)N(C)C)C2C=CC=CC=2N=N1. Product: [CH:17]([C@:11]1([C:14]([N:29]2[CH2:28][CH:27]=[C:26]([C:20]3[CH:25]=[CH:24][CH:23]=[CH:22][CH:21]=3)[CH2:31][CH2:30]2)=[O:16])[CH2:12][CH2:13][C@@H:9]([NH:8][C:6](=[O:7])[O:5][C:1]([CH3:2])([CH3:3])[CH3:4])[CH2:10]1)([CH3:19])[CH3:18]. The catalyst class is: 2. (2) Product: [OH:5][C:6]1[CH:7]=[CH:8][C:9]([C:10]([O:12][CH3:13])=[O:11])=[CH:14][C:15]=1[C:24]([CH3:28])([CH:25]=[CH2:20])[CH3:23]. The catalyst class is: 28. Reactant: CC(C)=CC[O:5][C:6]1[CH:15]=[CH:14][C:9]([C:10]([O:12][CH3:13])=[O:11])=[CH:8][CH:7]=1.C(N(CC)[C:20]1[CH:25]=[CH:24][CH:23]=CC=1)C.[CH3:28]/C(/O[Si](C)(C)C)=N\[Si](C)(C)C. (3) Reactant: [CH:1]1([N:7]2[C:12]3[C:13]4[CH:19]=[CH:18][N:17]([CH2:20][O:21][CH2:22][CH2:23][Si:24]([CH3:27])([CH3:26])[CH3:25])[C:14]=4[N:15]=[CH:16][C:11]=3[C:10](=[O:28])[NH:9][CH2:8]2)[CH2:6][CH2:5][CH2:4][CH2:3][CH2:2]1.[H-].[Na+].[CH3:31]I.S([O-])([O-])(=O)=S.[Na+].[Na+]. Product: [CH:1]1([N:7]2[C:12]3[C:13]4[CH:19]=[CH:18][N:17]([CH2:20][O:21][CH2:22][CH2:23][Si:24]([CH3:25])([CH3:27])[CH3:26])[C:14]=4[N:15]=[CH:16][C:11]=3[C:10](=[O:28])[N:9]([CH3:31])[CH2:8]2)[CH2:2][CH2:3][CH2:4][CH2:5][CH2:6]1. The catalyst class is: 288. (4) Reactant: [N:1]1([CH:6]([C:20]2[CH:25]=[CH:24][CH:23]=[CH:22][CH:21]=2)[CH2:7][NH:8][C:9]2[C:18]3[C:13](=[CH:14][CH:15]=[CH:16][CH:17]=3)[N:12]=[C:11](Cl)[N:10]=2)[CH:5]=[CH:4][N:3]=[CH:2]1.[CH3:26][S:27]([NH:30][C:31]1[CH:36]=[CH:35][C:34](B(O)O)=[CH:33][CH:32]=1)(=[O:29])=[O:28].C1(C(C2C=CC=CN=2)CNC2C3C(=CC=CC=3)N=C(C3C=CC(NS(C)(=O)=O)=CC=3)N=2)C=CC=CC=1. Product: [N:1]1([CH:6]([C:20]2[CH:25]=[CH:24][CH:23]=[CH:22][CH:21]=2)[CH2:7][NH:8][C:9]2[C:18]3[C:13](=[CH:14][CH:15]=[CH:16][CH:17]=3)[N:12]=[C:11]([C:34]3[CH:33]=[CH:32][C:31]([NH:30][S:27]([CH3:26])(=[O:28])=[O:29])=[CH:36][CH:35]=3)[N:10]=2)[CH:5]=[CH:4][N:3]=[CH:2]1. The catalyst class is: 147. (5) Reactant: [Br:1][C:2]1[C:7]2[N:8]([CH3:14])[C:9]([C@@H:11]([NH2:13])[CH3:12])=[N:10][C:6]=2[CH:5]=[CH:4][CH:3]=1.[NH2:15][C:16]1[C:21]([C:22]#[N:23])=[C:20](Cl)[N:19]=[CH:18][N:17]=1.CCN(C(C)C)C(C)C. Product: [NH2:15][C:16]1[C:21]([C:22]#[N:23])=[C:20]([NH:13][C@H:11]([C:9]2[N:8]([CH3:14])[C:7]3[C:2]([Br:1])=[CH:3][CH:4]=[CH:5][C:6]=3[N:10]=2)[CH3:12])[N:19]=[CH:18][N:17]=1. The catalyst class is: 41.